From a dataset of Forward reaction prediction with 1.9M reactions from USPTO patents (1976-2016). Predict the product of the given reaction. Given the reactants [C:1]([O:5][C:6]([NH:8][C@H:9]([C:23]([O:25][CH3:26])=[O:24])[CH2:10][C:11]1[CH:16]=[CH:15][C:14]([CH2:17][CH2:18][CH2:19][CH:20]([OH:22])[CH3:21])=[CH:13][CH:12]=1)=[O:7])([CH3:4])([CH3:3])[CH3:2].[Cr](O[Cr]([O-])(=O)=O)([O-])(=O)=O.[NH+]1C=CC=CC=1.[NH+]1C=CC=CC=1, predict the reaction product. The product is: [C:1]([O:5][C:6]([NH:8][C@H:9]([C:23]([O:25][CH3:26])=[O:24])[CH2:10][C:11]1[CH:12]=[CH:13][C:14]([CH2:17][CH2:18][CH2:19][C:20](=[O:22])[CH3:21])=[CH:15][CH:16]=1)=[O:7])([CH3:4])([CH3:2])[CH3:3].